This data is from TCR-epitope binding with 47,182 pairs between 192 epitopes and 23,139 TCRs. The task is: Binary Classification. Given a T-cell receptor sequence (or CDR3 region) and an epitope sequence, predict whether binding occurs between them. (1) The epitope is SLVKPSFYV. The TCR CDR3 sequence is CAISMLSSYNEQFF. Result: 0 (the TCR does not bind to the epitope). (2) The epitope is VTEHDTLLY. The TCR CDR3 sequence is CSGLTESPAHYSGANVLTF. Result: 1 (the TCR binds to the epitope). (3) The epitope is RQLLFVVEV. The TCR CDR3 sequence is CASSLRLAGGRDNEQFF. Result: 1 (the TCR binds to the epitope).